Dataset: Full USPTO retrosynthesis dataset with 1.9M reactions from patents (1976-2016). Task: Predict the reactants needed to synthesize the given product. Given the product [C:1]([C:5]1[CH:6]=[CH:7][C:8]([NH:11][C:12]([N:14]([CH2:34][C:35]2[CH:46]=[CH:45][C:38]([O:39][CH2:40][C:41]([OH:43])=[O:42])=[CH:37][CH:36]=2)[CH2:15][C:16]2[CH:21]=[CH:20][C:19]([C:22]#[C:23][C:24]3[CH:29]=[CH:28][C:27]([CH2:30][CH2:31][CH2:32][CH3:33])=[CH:26][CH:25]=3)=[CH:18][CH:17]=2)=[O:13])=[CH:9][CH:10]=1)([CH3:2])([CH3:3])[CH3:4], predict the reactants needed to synthesize it. The reactants are: [C:1]([C:5]1[CH:10]=[CH:9][C:8]([NH:11][C:12]([N:14]([CH2:34][C:35]2[CH:46]=[CH:45][C:38]([O:39][CH2:40][C:41]([O:43]C)=[O:42])=[CH:37][CH:36]=2)[CH2:15][C:16]2[CH:21]=[CH:20][C:19]([C:22]#[C:23][C:24]3[CH:29]=[CH:28][C:27]([CH2:30][CH2:31][CH2:32][CH3:33])=[CH:26][CH:25]=3)=[CH:18][CH:17]=2)=[O:13])=[CH:7][CH:6]=1)([CH3:4])([CH3:3])[CH3:2].[OH-].[Na+].